This data is from NCI-60 drug combinations with 297,098 pairs across 59 cell lines. The task is: Regression. Given two drug SMILES strings and cell line genomic features, predict the synergy score measuring deviation from expected non-interaction effect. (1) Drug 2: C1=NC2=C(N=C(N=C2N1C3C(C(C(O3)CO)O)O)F)N. Cell line: A549. Drug 1: C1=NC2=C(N1)C(=S)N=C(N2)N. Synergy scores: CSS=33.5, Synergy_ZIP=-0.676, Synergy_Bliss=0.132, Synergy_Loewe=-23.4, Synergy_HSA=-0.300. (2) Drug 1: CC1=C(C=C(C=C1)NC(=O)C2=CC=C(C=C2)CN3CCN(CC3)C)NC4=NC=CC(=N4)C5=CN=CC=C5. Drug 2: C1CN1C2=NC(=NC(=N2)N3CC3)N4CC4. Cell line: CAKI-1. Synergy scores: CSS=49.8, Synergy_ZIP=-3.56, Synergy_Bliss=-9.70, Synergy_Loewe=-23.2, Synergy_HSA=-5.90. (3) Drug 1: C1=C(C(=O)NC(=O)N1)F. Drug 2: CC1CCC2CC(C(=CC=CC=CC(CC(C(=O)C(C(C(=CC(C(=O)CC(OC(=O)C3CCCCN3C(=O)C(=O)C1(O2)O)C(C)CC4CCC(C(C4)OC)O)C)C)O)OC)C)C)C)OC. Cell line: LOX IMVI. Synergy scores: CSS=28.7, Synergy_ZIP=-8.82, Synergy_Bliss=-12.1, Synergy_Loewe=-7.08, Synergy_HSA=-6.46.